Predict which catalyst facilitates the given reaction. From a dataset of Catalyst prediction with 721,799 reactions and 888 catalyst types from USPTO. (1) Reactant: [Na+].[F:2][C:3]([F:16])([F:15])[C:4]1[CH:9]=[CH:8][CH:7]=[CH:6][C:5]=1[CH2:10][S:11]([O-:14])(=[O:13])=[O:12].Cl. The catalyst class is: 5. Product: [F:16][C:3]([F:2])([F:15])[C:4]1[CH:9]=[CH:8][CH:7]=[CH:6][C:5]=1[CH2:10][S:11]([OH:14])(=[O:13])=[O:12]. (2) Reactant: [F:1][C:2]1[CH:3]=[C:4]([C:8]2[CH:16]=[CH:15][CH:14]=[C:13]3[C:9]=2[CH2:10][C:11](=[O:17])[NH:12]3)[CH:5]=[CH:6][CH:7]=1.[CH3:18][C:19]1[CH:23]=[C:22]([CH3:24])[NH:21][C:20]=1[CH:25]=O. Product: [CH3:18][C:19]1[CH:23]=[C:22]([CH3:24])[NH:21][C:20]=1[CH:25]=[C:10]1[C:9]2[C:13](=[CH:14][CH:15]=[CH:16][C:8]=2[C:4]2[CH:5]=[CH:6][CH:7]=[C:2]([F:1])[CH:3]=2)[NH:12][C:11]1=[O:17]. The catalyst class is: 360. (3) Reactant: [Br-].[Cl:2][C:3]1[CH:28]=[CH:27][CH:26]=[C:25]([Cl:29])[C:4]=1[CH2:5][P+](C1C=CC=CC=1)(C1C=CC=CC=1)C1C=CC=CC=1.[H-].[Na+].[CH2:32]([N:39]1[CH2:44][CH2:43][O:42][CH:41]([C:45]2[CH:52]=[CH:51][C:48]([CH:49]=O)=[CH:47][CH:46]=2)[CH2:40]1)[C:33]1[CH:38]=[CH:37][CH:36]=[CH:35][CH:34]=1.C([O-])(O)=O.[Na+]. Product: [CH2:32]([N:39]1[CH2:44][CH2:43][O:42][CH:41]([C:45]2[CH:46]=[CH:47][C:48]([CH:49]=[CH:5][C:4]3[C:25]([Cl:29])=[CH:26][CH:27]=[CH:28][C:3]=3[Cl:2])=[CH:51][CH:52]=2)[CH2:40]1)[C:33]1[CH:34]=[CH:35][CH:36]=[CH:37][CH:38]=1. The catalyst class is: 1. (4) Reactant: [CH3:1][S:2](Cl)(=[O:4])=[O:3].[CH2:6]([C:8]1[CH:9]=[CH:10][C:11]([O:22][CH2:23][CH2:24][CH:25]([OH:27])[CH3:26])=[C:12]([C:14]([C:16]2[CH:21]=[CH:20][CH:19]=[CH:18][CH:17]=2)=[O:15])[CH:13]=1)[CH3:7]. Product: [C:14]([C:12]1[CH:13]=[C:8]([CH2:6][CH3:7])[CH:9]=[CH:10][C:11]=1[O:22][CH2:23][CH2:24][CH:25]([O:27][S:2]([CH3:1])(=[O:4])=[O:3])[CH3:26])(=[O:15])[C:16]1[CH:17]=[CH:18][CH:19]=[CH:20][CH:21]=1. The catalyst class is: 2. (5) Reactant: C(N(CC)C(C)C)(C)C.Cl.Cl.[CH3:12][Si:13]([CH3:40])([CH3:39])[CH2:14][CH2:15][O:16][CH2:17][N:18]1[C:22]2[N:23]=[CH:24][N:25]=[C:26]([C:27]3[CH:28]=[N:29][N:30]([C:32]4([CH2:36][C:37]#[N:38])[CH2:35][NH:34][CH2:33]4)[CH:31]=3)[C:21]=2[CH:20]=[CH:19]1.Cl[C:42]1[N:43]=[CH:44][C:45]([C:48]([NH:50][C:51]2([C:54]([F:57])([F:56])[F:55])[CH2:53][CH2:52]2)=[O:49])=[N:46][CH:47]=1.C([O-])(O)=O.[Na+]. Product: [C:37]([CH2:36][C:32]1([N:30]2[CH:31]=[C:27]([C:26]3[C:21]4[CH:20]=[CH:19][N:18]([CH2:17][O:16][CH2:15][CH2:14][Si:13]([CH3:39])([CH3:12])[CH3:40])[C:22]=4[N:23]=[CH:24][N:25]=3)[CH:28]=[N:29]2)[CH2:33][N:34]([C:42]2[N:43]=[CH:44][C:45]([C:48]([NH:50][C:51]3([C:54]([F:57])([F:56])[F:55])[CH2:52][CH2:53]3)=[O:49])=[N:46][CH:47]=2)[CH2:35]1)#[N:38]. The catalyst class is: 37. (6) The catalyst class is: 11. Product: [Br:1][C:2]1[CH:10]=[C:9]2[C:5]([CH2:6][C:7](=[CH2:14])[C:8]2=[O:11])=[CH:4][CH:3]=1. Reactant: [Br:1][C:2]1[CH:10]=[C:9]2[C:5]([CH2:6][CH2:7][C:8]2=[O:11])=[CH:4][CH:3]=1.C=O.[C:14]1(B(O)O)C=CC=CC=1.FC(F)(F)C(O)=O. (7) Reactant: [O:1]1[C:5]2[CH:6]=[CH:7][CH:8]=[CH:9][C:4]=2[N:3]=[C:2]1[S:10][CH2:11][CH2:12][N:13]1[CH2:18][CH2:17][N:16]([CH2:19][C:20]([NH:22][C:23]2[C:24]([O:36][CH2:37][C:38]([F:41])([F:40])[F:39])=[N:25][C:26]([CH3:35])=[CH:27][C:28]=2[O:29][CH2:30][C:31]([F:34])([F:33])[F:32])=[O:21])[CH2:15][CH2:14]1.[ClH:42].N1C=CC=CC=1. The catalyst class is: 8. Product: [ClH:42].[O:1]1[C:5]2[CH:6]=[CH:7][CH:8]=[CH:9][C:4]=2[N:3]=[C:2]1[S:10][CH2:11][CH2:12][N:13]1[CH2:14][CH2:15][N:16]([CH2:19][C:20]([NH:22][C:23]2[C:24]([O:36][CH2:37][C:38]([F:40])([F:41])[F:39])=[N:25][C:26]([CH3:35])=[CH:27][C:28]=2[O:29][CH2:30][C:31]([F:32])([F:33])[F:34])=[O:21])[CH2:17][CH2:18]1.